Dataset: Forward reaction prediction with 1.9M reactions from USPTO patents (1976-2016). Task: Predict the product of the given reaction. (1) Given the reactants Cl.[CH:2]([N:5]1[CH2:10][CH2:9][CH:8]([O:11][C:12]2[CH:13]=[C:14]3[C:18](=[CH:19][C:20]=2[CH3:21])[NH:17][C:16]([C:22]([OH:24])=O)=[CH:15]3)[CH2:7][CH2:6]1)([CH3:4])[CH3:3].[CH:25]1([C:28]([N:30]2[CH2:35][CH2:34][NH:33][CH2:32][CH2:31]2)=[O:29])[CH2:27][CH2:26]1, predict the reaction product. The product is: [CH:25]1([C:28]([N:30]2[CH2:35][CH2:34][N:33]([C:22]([C:16]3[NH:17][C:18]4[C:14]([CH:15]=3)=[CH:13][C:12]([O:11][CH:8]3[CH2:9][CH2:10][N:5]([CH:2]([CH3:3])[CH3:4])[CH2:6][CH2:7]3)=[C:20]([CH3:21])[CH:19]=4)=[O:24])[CH2:32][CH2:31]2)=[O:29])[CH2:26][CH2:27]1. (2) Given the reactants [CH:1](=O)[C:2]1[CH:7]=[CH:6][CH:5]=[CH:4][CH:3]=1.[NH2:9][C:10]1[CH:11]=[C:12]2[C:17]3=[C:18]([CH2:20][CH2:21][N:16]3[CH2:15][C@@H:14]3[CH2:22][N:23](C(OC(C)(C)C)=O)[CH2:24][C@H:13]23)[CH:19]=1, predict the reaction product. The product is: [CH2:1]([NH:9][C:10]1[CH:11]=[C:12]2[C:17]3=[C:18]([CH2:20][CH2:21][N:16]3[CH2:15][C@@H:14]3[CH2:22][NH:23][CH2:24][C@H:13]23)[CH:19]=1)[C:2]1[CH:7]=[CH:6][CH:5]=[CH:4][CH:3]=1. (3) Given the reactants [NH2:1][C:2]1[C:7]([NH2:8])=[C:6]([NH:9][C@@H:10]2[C@@H:15]3[CH2:16][C@@H:12]([CH:13]=[CH:14]3)[C@@H:11]2[C:17]([NH2:19])=[O:18])[C:5]([Cl:20])=[CH:4][N:3]=1.[N:21]1([C:27]2[CH:32]=[C:31]([CH:33]=O)[CH:30]=[CH:29][N:28]=2)[CH2:26][CH2:25][O:24][CH2:23][CH2:22]1.C([O-])(=O)C.[NH4+], predict the reaction product. The product is: [Cl:20][C:5]1[C:6]([NH:9][C@@H:10]2[C@@H:15]3[CH2:16][C@@H:12]([CH:13]=[CH:14]3)[C@@H:11]2[C:17]([NH2:19])=[O:18])=[C:7]2[N:8]=[C:33]([C:31]3[CH:30]=[CH:29][N:28]=[C:27]([N:21]4[CH2:26][CH2:25][O:24][CH2:23][CH2:22]4)[CH:32]=3)[NH:1][C:2]2=[N:3][CH:4]=1. (4) Given the reactants [N:1]([CH2:4][CH2:5][O:6][CH2:7][CH2:8][NH:9][C:10](=[O:16])[O:11][C:12]([CH3:15])([CH3:14])[CH3:13])=[N+]=[N-].C1(C)C=CC=CC=1, predict the reaction product. The product is: [NH2:1][CH2:4][CH2:5][O:6][CH2:7][CH2:8][NH:9][C:10](=[O:16])[O:11][C:12]([CH3:14])([CH3:13])[CH3:15].